Predict the reaction yield, written as a fraction of the theoretical maximum amount of product (1.0 means a 100% yield; for example, 0.34 means a 34% yield). From a dataset of Reaction yield outcomes from USPTO patents with 853,638 reactions. (1) The catalyst is C1COCC1. The reactants are [Cl:1][C:2]1[CH:10]=[CH:9][C:5]([C:6](Cl)=[O:7])=[CH:4][C:3]=1[N+:11]([O-:13])=[O:12].[CH2:14]([CH2:16][NH2:17])[OH:15].C([O-])(O)=O.[Na+]. The yield is 0.890. The product is [Cl:1][C:2]1[CH:10]=[CH:9][C:5]([C:6]([NH:17][CH2:16][CH2:14][OH:15])=[O:7])=[CH:4][C:3]=1[N+:11]([O-:13])=[O:12]. (2) The reactants are [Br:1][C:2]1[CH:7]=[C:6]([C:8]#[CH:9])[CH:5]=[CH:4][C:3]=1[F:10].I[C:12]1[CH:17]=[CH:16][C:15]([S:18]([F:23])([F:22])([F:21])([F:20])[F:19])=[CH:14][CH:13]=1. No catalyst specified. The product is [Br:1][C:2]1[CH:7]=[C:6]([C:8]#[C:9][C:12]2[CH:13]=[CH:14][C:15]([S:18]([F:21])([F:19])([F:23])([F:20])[F:22])=[CH:16][CH:17]=2)[CH:5]=[CH:4][C:3]=1[F:10]. The yield is 0.830. (3) The reactants are Br[C:2]1[CH:3]=[C:4]([CH:8]=[CH:9][C:10]=1[CH3:11])[C:5]([OH:7])=[O:6].[Li]CCCC.[B:17](OC)([O:20]C)[O:18]C. The catalyst is C1COCC1. The product is [B:17]([C:2]1[CH:3]=[C:4]([CH:8]=[CH:9][C:10]=1[CH3:11])[C:5]([OH:7])=[O:6])([OH:20])[OH:18]. The yield is 0.330. (4) The reactants are Br[CH:2]1[CH2:14][CH2:13][C:12]2[C:11]3[C:6](=[CH:7][CH:8]=[C:9]([C:15]#[N:16])[CH:10]=3)[NH:5][C:4]=2[C:3]1=[O:17].[Li+].[Br-]. The catalyst is CN(C=O)C. The product is [OH:17][C:3]1[CH:2]=[CH:14][CH:13]=[C:12]2[C:4]=1[NH:5][C:6]1[CH:7]=[CH:8][C:9]([C:15]#[N:16])=[CH:10][C:11]2=1. The yield is 0.400.